Dataset: Forward reaction prediction with 1.9M reactions from USPTO patents (1976-2016). Task: Predict the product of the given reaction. Given the reactants CC(C)([O-])C.[K+].[N+:7]([CH2:9][C:10]([O:12][CH3:13])=[O:11])#[C-:8].[C:14]1([C:20]2[S:21][CH:22]=[C:23]([C@@H:25]([N:36]=[C:37]=[S:38])[CH2:26][C:27]3[CH:32]=[CH:31][C:30]([N+:33]([O-:35])=[O:34])=[CH:29][CH:28]=3)[N:24]=2)[CH:19]=[CH:18][CH:17]=[CH:16][CH:15]=1.C([O-])(O)=O.[Na+], predict the reaction product. The product is: [C:14]1([C:20]2[S:21][CH:22]=[C:23]([C@@H:25]([NH:36][C:37]3[S:38][CH:8]=[N:7][C:9]=3[C:10]([O:12][CH3:13])=[O:11])[CH2:26][C:27]3[CH:32]=[CH:31][C:30]([N+:33]([O-:35])=[O:34])=[CH:29][CH:28]=3)[N:24]=2)[CH:19]=[CH:18][CH:17]=[CH:16][CH:15]=1.